The task is: Predict the reaction yield, written as a fraction of the theoretical maximum amount of product (1.0 means a 100% yield; for example, 0.34 means a 34% yield).. This data is from Reaction yield outcomes from USPTO patents with 853,638 reactions. The product is [CH2:21]([O:20][C:19]1[C:18](=[O:28])[N:17]2[CH:29]=[CH:30][N:31]([CH2:32][C:33](=[O:40])[N:34]3[CH2:39][CH2:38][CH2:37][CH2:36][CH2:35]3)[C:16]2=[N:15][C:14]=1[C:12]1[O:41][C:9]([CH2:8][C:5]2[CH:6]=[CH:7][C:2]([F:1])=[CH:3][CH:4]=2)=[CH:10][N:11]=1)[C:22]1[CH:23]=[CH:24][CH:25]=[CH:26][CH:27]=1. The reactants are [F:1][C:2]1[CH:7]=[CH:6][C:5]([CH2:8][C:9](=[O:41])[CH2:10][NH:11][C:12]([C:14]2[N:15]=[C:16]3[N:31]([CH2:32][C:33](=[O:40])[N:34]4[CH2:39][CH2:38][CH2:37][CH2:36][CH2:35]4)[CH:30]=[CH:29][N:17]3[C:18](=[O:28])[C:19]=2[O:20][CH2:21][C:22]2[CH:27]=[CH:26][CH:25]=[CH:24][CH:23]=2)=O)=[CH:4][CH:3]=1.C(Cl)(Cl)(Cl)Cl.C(N(CC)CC)C.C1(P(C2C=CC=CC=2)C2C=CC=CC=2)C=CC=CC=1. The catalyst is C(#N)C. The yield is 0.210.